This data is from Forward reaction prediction with 1.9M reactions from USPTO patents (1976-2016). The task is: Predict the product of the given reaction. (1) Given the reactants OO.[CH2:3]([O:10][C:11]1[CH:12]=[N:13][C:14]2[C:19]([C:20]=1[C:21]#[N:22])=[N:18][C:17]([O:23][CH3:24])=[CH:16][CH:15]=2)[C:4]1[CH:9]=[CH:8][CH:7]=[CH:6][CH:5]=1.[OH-].[Na+].C(OCC)(=[O:29])C, predict the reaction product. The product is: [CH2:3]([O:10][C:11]1[CH:12]=[N:13][C:14]2[C:19]([C:20]=1[C:21]([NH2:22])=[O:29])=[N:18][C:17]([O:23][CH3:24])=[CH:16][CH:15]=2)[C:4]1[CH:5]=[CH:6][CH:7]=[CH:8][CH:9]=1. (2) Given the reactants [F:1][C:2]([F:20])([F:19])[C:3]1([C:6]([N:8]2[CH2:13][CH2:12][CH:11]([C:14](OCC)=[O:15])[CH2:10][CH2:9]2)=O)[CH2:5][CH2:4]1.[H-].[H-].[H-].[H-].[Li+].[Al+3], predict the reaction product. The product is: [F:19][C:2]([F:1])([F:20])[C:3]1([CH2:6][N:8]2[CH2:9][CH2:10][CH:11]([CH2:14][OH:15])[CH2:12][CH2:13]2)[CH2:4][CH2:5]1. (3) The product is: [CH3:50][O:49][C:47]([C:44]1([C:41]2[CH:42]=[CH:43][C:38]([C:22]3[CH:23]=[CH:24][C:19]([C:18]4[N:17]=[N:16][N:15]([CH3:26])[C:14]=4[NH:13][C:12]([O:11][CH:9]([C:5]4[CH:6]=[CH:7][CH:8]=[C:3]([C:2]([F:29])([F:28])[F:1])[CH:4]=4)[CH3:10])=[O:27])=[CH:20][CH:21]=3)=[CH:39][CH:40]=2)[CH2:46][CH2:45]1)=[O:48]. Given the reactants [F:1][C:2]([F:29])([F:28])[C:3]1[CH:4]=[C:5]([CH:9]([O:11][C:12](=[O:27])[NH:13][C:14]2[N:15]([CH3:26])[N:16]=[N:17][C:18]=2[C:19]2[CH:24]=[CH:23][C:22](Br)=[CH:21][CH:20]=2)[CH3:10])[CH:6]=[CH:7][CH:8]=1.CC1(C)C(C)(C)OB([C:38]2[CH:43]=[CH:42][C:41]([C:44]3([C:47]([O:49][CH3:50])=[O:48])[CH2:46][CH2:45]3)=[CH:40][CH:39]=2)O1.CC(C1C=C(C(C)C)C(C2C=CC=CC=2P(C2CCCCC2)C2CCCCC2)=C(C(C)C)C=1)C.[O-]P([O-])([O-])=O.[K+].[K+].[K+], predict the reaction product. (4) Given the reactants [N+:1]([C:4]1[CH:5]=[C:6]([NH:10][C:11]2[N:19]=[C:18]3[C:14]([N:15]=[CH:16][NH:17]3)=[C:13]([NH:20][C:21]3[CH:31]=[CH:30][C:24]([C:25]([O:27][CH2:28][CH3:29])=[O:26])=[CH:23][CH:22]=3)[N:12]=2)[CH:7]=[CH:8][CH:9]=1)([O-])=O.[H][H], predict the reaction product. The product is: [NH2:1][C:4]1[CH:5]=[C:6]([NH:10][C:11]2[N:19]=[C:18]3[C:14]([N:15]=[CH:16][NH:17]3)=[C:13]([NH:20][C:21]3[CH:31]=[CH:30][C:24]([C:25]([O:27][CH2:28][CH3:29])=[O:26])=[CH:23][CH:22]=3)[N:12]=2)[CH:7]=[CH:8][CH:9]=1. (5) Given the reactants [NH2:1][C:2]1[CH:7]=[C:6]([CH3:8])[CH:5]=[CH:4][N:3]=1.[Cl:9][C:10]1[N:11]=[C:12](Cl)[C:13]2[N:18]([CH2:19][CH2:20][O:21][CH2:22][CH3:23])[N:17]=[C:16]([CH2:24][CH3:25])[C:14]=2[N:15]=1.[Li]N([Si](C)(C)C)[Si](C)(C)C.C(O)(=O)CC(CC(O)=O)(C(O)=O)O, predict the reaction product. The product is: [Cl:9][C:10]1[N:11]=[C:12]([NH:1][C:2]2[CH:7]=[C:6]([CH3:8])[CH:5]=[CH:4][N:3]=2)[C:13]2[N:18]([CH2:19][CH2:20][O:21][CH2:22][CH3:23])[N:17]=[C:16]([CH2:24][CH3:25])[C:14]=2[N:15]=1. (6) Given the reactants [C:1]([C:6]1[CH:7]=[C:8]([C:33]#[N:34])[C:9]([N:20]2[CH2:25][CH2:24][CH:23]([C:26]([O:28]C(C)(C)C)=[O:27])[CH2:22][CH2:21]2)=[N:10][C:11]=1[CH2:12][N:13]1[CH2:18][CH2:17][CH2:16][CH2:15][C:14]1=[O:19])(=[O:5])[CH2:2][CH2:3][CH3:4].C(O)(C(F)(F)F)=O, predict the reaction product. The product is: [C:1]([C:6]1[CH:7]=[C:8]([C:33]#[N:34])[C:9]([N:20]2[CH2:21][CH2:22][CH:23]([C:26]([OH:28])=[O:27])[CH2:24][CH2:25]2)=[N:10][C:11]=1[CH2:12][N:13]1[CH2:18][CH2:17][CH2:16][CH2:15][C:14]1=[O:19])(=[O:5])[CH2:2][CH2:3][CH3:4]. (7) Given the reactants [NH2:1][C:2]1[S:3][C:4]2[CH2:31][CH2:30][CH2:29][CH2:28][C:5]=2[C:6]=1[C:7]([NH:9][C:10]1[CH:15]=[CH:14][C:13]([CH2:16][CH2:17][C:18]2[CH:27]=[CH:26][C:21]([C:22]([O:24][CH3:25])=[O:23])=[CH:20][CH:19]=2)=[CH:12][CH:11]=1)=[O:8].N1C=CC=CC=1.[Cl:38][CH2:39][C:40]1[CH:41]=[C:42]([CH:46]=[CH:47][CH:48]=1)[C:43](Cl)=[O:44], predict the reaction product. The product is: [Cl:38][CH2:39][C:40]1[CH:41]=[C:42]([CH:46]=[CH:47][CH:48]=1)[C:43]([NH:1][C:2]1[S:3][C:4]2[CH2:31][CH2:30][CH2:29][CH2:28][C:5]=2[C:6]=1[C:7]([NH:9][C:10]1[CH:11]=[CH:12][C:13]([CH2:16][CH2:17][C:18]2[CH:19]=[CH:20][C:21]([C:22]([O:24][CH3:25])=[O:23])=[CH:26][CH:27]=2)=[CH:14][CH:15]=1)=[O:8])=[O:44].